Predict the product of the given reaction. From a dataset of Forward reaction prediction with 1.9M reactions from USPTO patents (1976-2016). (1) Given the reactants [C:1]([O:5][C:6]([NH:8][C:9]1[CH:10]=[C:11]([CH:35]=[C:36]([NH:38][C:39]([O:41][C:42]([CH3:45])([CH3:44])[CH3:43])=[O:40])[CH:37]=1)[CH2:12][NH:13][CH2:14][CH2:15][N:16]1[CH:25]([CH2:26][C:27]2[CH:32]=[CH:31][C:30]([F:33])=[CH:29][CH:28]=2)[CH2:24][C:23]2[C:18](=[CH:19][CH:20]=[C:21]([F:34])[CH:22]=2)[CH2:17]1)=[O:7])([CH3:4])([CH3:3])[CH3:2].C(N(CC)CC)C.[C:53](Cl)([O:55][CH2:56][C:57]1[CH:62]=[CH:61][CH:60]=[CH:59][CH:58]=1)=[O:54].C(=O)(O)[O-].[Na+], predict the reaction product. The product is: [CH2:56]([O:55][C:53]([N:13]([CH2:12][C:11]1[CH:35]=[C:36]([NH:38][C:39]([O:41][C:42]([CH3:45])([CH3:44])[CH3:43])=[O:40])[CH:37]=[C:9]([NH:8][C:6]([O:5][C:1]([CH3:3])([CH3:4])[CH3:2])=[O:7])[CH:10]=1)[CH2:14][CH2:15][N:16]1[CH:25]([CH2:26][C:27]2[CH:28]=[CH:29][C:30]([F:33])=[CH:31][CH:32]=2)[CH2:24][C:23]2[C:18](=[CH:19][CH:20]=[C:21]([F:34])[CH:22]=2)[CH2:17]1)=[O:54])[C:57]1[CH:62]=[CH:61][CH:60]=[CH:59][CH:58]=1. (2) Given the reactants C(C1C=C(NC(=O)NC2SC(C(O)=O)=CC=2)N(C2C=CC(F)=CC=2)N=1)(C)(C)C.N1CCOCC1.[C:35]([C:39]1[CH:40]=[C:41]([NH:51][C:52]([NH:54][C:55]2[S:56][C:57]([C:62]([N:64]3[CH2:69][CH2:68][O:67][CH2:66][CH2:65]3)=[O:63])=[C:58](Cl)[C:59]=2C)=[O:53])[N:42]([C:44]2[CH:49]=[CH:48][C:47]([F:50])=[CH:46][CH:45]=2)[N:43]=1)([CH3:38])([CH3:37])[CH3:36], predict the reaction product. The product is: [C:35]([C:39]1[CH:40]=[C:41]([NH:51][C:52]([NH:54][C:55]2[S:56][C:57]([C:62]([N:64]3[CH2:69][CH2:68][O:67][CH2:66][CH2:65]3)=[O:63])=[CH:58][CH:59]=2)=[O:53])[N:42]([C:44]2[CH:49]=[CH:48][C:47]([F:50])=[CH:46][CH:45]=2)[N:43]=1)([CH3:38])([CH3:36])[CH3:37]. (3) Given the reactants [C:1]([O:20]C)(=[O:19])[CH2:2][CH2:3][CH2:4][CH2:5][CH2:6][CH2:7][CH2:8]/[CH:9]=[CH:10]\[CH2:11][CH2:12][CH2:13][CH2:14][CH2:15][CH2:16][CH2:17][CH3:18].C(O)=O.OO, predict the reaction product. The product is: [C:1]([OH:20])(=[O:19])[CH2:2][CH2:3][CH2:4][CH2:5][CH2:6][CH2:7][CH2:8]/[CH:9]=[CH:10]\[CH2:11][CH2:12][CH2:13][CH2:14][CH2:15][CH2:16][CH2:17][CH3:18].